This data is from Forward reaction prediction with 1.9M reactions from USPTO patents (1976-2016). The task is: Predict the product of the given reaction. Given the reactants [Cl:1][C:2]1[C:7]([C:8](Cl)=[O:9])=[C:6]([Cl:11])[N:5]=[C:4]([S:12][CH3:13])[N:3]=1.C(N(CC)CC)C.[CH2:21]([NH2:28])[C:22]1[CH:27]=[CH:26][CH:25]=[CH:24][CH:23]=1, predict the reaction product. The product is: [CH2:21]([NH:28][C:8]([C:7]1[C:6]([Cl:11])=[N:5][C:4]([S:12][CH3:13])=[N:3][C:2]=1[Cl:1])=[O:9])[C:22]1[CH:27]=[CH:26][CH:25]=[CH:24][CH:23]=1.